Dataset: Forward reaction prediction with 1.9M reactions from USPTO patents (1976-2016). Task: Predict the product of the given reaction. (1) Given the reactants [NH2:1][C:2]1[S:3][CH:4]=[CH:5][C:6]=1[C:7]([O:9]C)=O.ClS([N:15]=[C:16]=[O:17])(=O)=O.[OH-].[Na+].Cl, predict the reaction product. The product is: [NH:1]1[C:2]2[S:3][CH:4]=[CH:5][C:6]=2[C:7](=[O:9])[NH:15][C:16]1=[O:17]. (2) Given the reactants Br[CH2:2][C:3]1[C:12]([Cl:13])=[N:11][CH:10]=[CH:9][C:4]=1[C:5]([O:7]C)=O.Cl.[F:15][C:16]1[CH:17]=[C:18]([CH:28]([NH2:30])[CH3:29])[CH:19]=[N:20][C:21]=1[O:22][CH2:23][C:24]([F:27])([F:26])[F:25], predict the reaction product. The product is: [Cl:13][C:12]1[C:3]2[CH2:2][N:30]([CH:28]([C:18]3[CH:19]=[N:20][C:21]([O:22][CH2:23][C:24]([F:26])([F:27])[F:25])=[C:16]([F:15])[CH:17]=3)[CH3:29])[C:5](=[O:7])[C:4]=2[CH:9]=[CH:10][N:11]=1. (3) The product is: [N+:18]([C:15]1[CH:16]=[CH:17][C:12]([O:11][C:10]([NH:1][C@H:2]([C:7]([OH:9])=[O:8])[C@H:3]([CH2:5][CH3:6])[CH3:4])=[O:21])=[CH:13][CH:14]=1)([O-:20])=[O:19]. Given the reactants [NH2:1][C@H:2]([C:7]([OH:9])=[O:8])[C@H:3]([CH2:5][CH3:6])[CH3:4].[C:10](=O)([O:21]C1C=CC([N+]([O-])=O)=CC=1)[O:11][C:12]1[CH:17]=[CH:16][C:15]([N+:18]([O-:20])=[O:19])=[CH:14][CH:13]=1, predict the reaction product. (4) Given the reactants [CH3:1][O:2][C:3](=[O:18])[C@@H:4]([O:15][CH2:16][CH3:17])[CH2:5][C:6]1[CH:11]=[CH:10][C:9]([OH:12])=[CH:8][C:7]=1[O:13][CH3:14].Cl[CH2:20][C:21]1[N:22]=[C:23]([C:27]2[CH:32]=[CH:31][CH:30]=[C:29]([Cl:33])[CH:28]=2)[O:24][C:25]=1[CH3:26].ClC1C=C(C=CC=1)C=O.O=P(Cl)(Cl)Cl.C(=O)([O-])[O-].[Cs+].[Cs+].[I-].[K+], predict the reaction product. The product is: [CH3:1][O:2][C:3](=[O:18])[C@@H:4]([O:15][CH2:16][CH3:17])[CH2:5][C:6]1[CH:11]=[CH:10][C:9]([O:12][CH2:20][C:21]2[N:22]=[C:23]([C:27]3[CH:32]=[CH:31][CH:30]=[C:29]([Cl:33])[CH:28]=3)[O:24][C:25]=2[CH3:26])=[CH:8][C:7]=1[O:13][CH3:14]. (5) Given the reactants Br[C:2]1[N:7]=[CH:6][C:5]([CH:8]([NH:15][C:16](=[O:22])[O:17][C:18]([CH3:21])([CH3:20])[CH3:19])[C:9]2[CH:14]=[CH:13][CH:12]=[CH:11][CH:10]=2)=[CH:4][CH:3]=1.[P:23]([O-:30])([O:27][CH2:28][CH3:29])[O:24][CH2:25][CH3:26].CCN(CC)CC, predict the reaction product. The product is: [C:18]([O:17][C:16]([NH:15][CH:8]([C:9]1[CH:14]=[CH:13][CH:12]=[CH:11][CH:10]=1)[C:5]1[CH:4]=[CH:3][C:2]([P:23](=[O:30])([O:27][CH2:28][CH3:29])[O:24][CH2:25][CH3:26])=[N:7][CH:6]=1)=[O:22])([CH3:21])([CH3:20])[CH3:19]. (6) Given the reactants [CH:1]([C:4]1[N:8]([C:9]2[CH:10]=[C:11]3[C:16](=[CH:17][CH:18]=2)[N:15]=[CH:14][CH:13]=[CH:12]3)[N:7]=[CH:6][C:5]=1[C:19](O)=[O:20])([CH3:3])[CH3:2].C(N(CC)C(C)C)(C)C.F[P-](F)(F)(F)(F)F.N1(O[P+](N(C)C)(N(C)C)N(C)C)C2C=CC=CC=2N=N1.[C:58]([O:62][C:63]([NH:65][C:66]([NH2:68])=[NH:67])=[O:64])([CH3:61])([CH3:60])[CH3:59], predict the reaction product. The product is: [C:58]([O:62][C:63]([NH:65][C:66]([NH:68][C:19]([C:5]1[CH:6]=[N:7][N:8]([C:9]2[CH:10]=[C:11]3[C:16](=[CH:17][CH:18]=2)[N:15]=[CH:14][CH:13]=[CH:12]3)[C:4]=1[CH:1]([CH3:2])[CH3:3])=[O:20])=[NH:67])=[O:64])([CH3:61])([CH3:59])[CH3:60]. (7) Given the reactants [CH3:1][C:2]1[O:3][CH:4]=[CH:5][C:6]=1[C:7]1[C:12]([C:13]2[CH:14]=[N:15][CH:16]=[CH:17][CH:18]=2)=[CH:11][N:10]=[C:9]([N:19]2[CH2:24][CH2:23][CH2:22][CH:21]([CH3:25])[CH2:20]2)[N:8]=1.[ClH:26], predict the reaction product. The product is: [ClH:26].[CH3:1][C:2]1[O:3][CH:4]=[CH:5][C:6]=1[C:7]1[C:12]([C:13]2[CH:14]=[N:15][CH:16]=[CH:17][CH:18]=2)=[CH:11][N:10]=[C:9]([N:19]2[CH2:24][CH2:23][CH2:22][CH:21]([CH3:25])[CH2:20]2)[N:8]=1. (8) Given the reactants [C:1]([C:5]1[N:6]=[CH:7][N:8]([CH3:10])[CH:9]=1)([CH3:4])([CH3:3])[CH3:2].C(N(CC)CC)C.Cl[C:19]([O:21][CH3:22])=[O:20].CCOC(C)=O, predict the reaction product. The product is: [CH3:22][O:21][C:19]([C:7]1[N:8]([CH3:10])[CH:9]=[C:5]([C:1]([CH3:4])([CH3:3])[CH3:2])[N:6]=1)=[O:20]. (9) Given the reactants [CH:1]([C:3]1[CH:8]=[CH:7][C:6](B(O)O)=[CH:5][CH:4]=1)=[O:2].Br[C:13]1[CH:14]=[C:15]([C:20]2[N:25]3[N:26]=[CH:27][C:28]([C:29]([C:31]4[S:32][CH:33]=[CH:34][CH:35]=4)=[O:30])=[C:24]3[N:23]=[CH:22][CH:21]=2)[CH:16]=[CH:17][C:18]=1F, predict the reaction product. The product is: [S:32]1[CH:33]=[CH:34][CH:35]=[C:31]1[C:29]([C:28]1[CH:27]=[N:26][N:25]2[C:20]([C:15]3[CH:14]=[C:13]([C:6]4[CH:7]=[CH:8][C:3]([CH:1]=[O:2])=[CH:4][CH:5]=4)[CH:18]=[CH:17][CH:16]=3)=[CH:21][CH:22]=[N:23][C:24]=12)=[O:30].